Dataset: Catalyst prediction with 721,799 reactions and 888 catalyst types from USPTO. Task: Predict which catalyst facilitates the given reaction. (1) Reactant: [OH:1][C:2]1[CH:3]=[CH:4][C:5]2[O:9][C:8](=[O:10])[NH:7][C:6]=2[CH:11]=1.Br[CH2:13][C:14]1[CH:19]=[CH:18][CH:17]=[CH:16][CH:15]=1.C(=O)([O-])[O-].[Na+].[Na+].Cl. The catalyst class is: 508. Product: [CH2:13]([N:7]1[C:6]2[CH:11]=[C:2]([OH:1])[CH:3]=[CH:4][C:5]=2[O:9][C:8]1=[O:10])[C:14]1[CH:19]=[CH:18][CH:17]=[CH:16][CH:15]=1. (2) Reactant: [Cl-].[Al+3].[Cl-].[Cl-].[Cl:5][C:6]1[CH:14]=[CH:13][C:9]([C:10](Cl)=[O:11])=[CH:8][C:7]=1[S:15](=[O:18])(=[O:17])[NH2:16].[C:19]1([S:25]([N:28]2[CH:32]=[CH:31][CH:30]=[CH:29]2)(=[O:27])=[O:26])[CH:24]=[CH:23][CH:22]=[CH:21][CH:20]=1. Product: [C:19]1([S:25]([N:28]2[CH:29]=[CH:30][C:31]([C:10]([C:9]3[CH:13]=[CH:14][C:6]([Cl:5])=[C:7]([S:15]([NH2:16])(=[O:18])=[O:17])[CH:8]=3)=[O:11])=[CH:32]2)(=[O:27])=[O:26])[CH:20]=[CH:21][CH:22]=[CH:23][CH:24]=1. The catalyst class is: 2. (3) Product: [Br:16][CH2:14][C:13]([C:10]1[CH:9]=[CH:8][C:7]([CH:1]2[CH2:2][CH2:3][CH2:4][CH2:5][CH2:6]2)=[CH:12][CH:11]=1)=[O:15]. The catalyst class is: 22. Reactant: [CH:1]1([C:7]2[CH:12]=[CH:11][C:10]([C:13](=[O:15])[CH3:14])=[CH:9][CH:8]=2)[CH2:6][CH2:5][CH2:4][CH2:3][CH2:2]1.[Br:16]Br. (4) Reactant: [CH3:1][O:2][C:3]([C@@H:5]1[CH2:39][C@@H:38]2[CH2:40][N:6]1[C:7](=[O:47])[C@H:8]([C:43]([CH3:46])([CH3:45])[CH3:44])[NH:9][C:10](=[O:42])[O:11][C@@H:12]1[CH2:41][C@H:13]1[CH2:14][CH2:15][CH2:16][CH2:17][CH2:18][C:19]1[C:20]([O:37]2)=[N:21][C:22]2[CH:23]=[CH:24][CH:25]=[CH:26][C:27]=2[C:28]=1OS(C(F)(F)F)(=O)=O)=[O:4].[N:48]1[CH:53]=[CH:52][C:51](B(O)O)=[CH:50][CH:49]=1.[O-]P([O-])([O-])=O.[K+].[K+].[K+]. Product: [CH3:1][O:2][C:3]([C@@H:5]1[CH2:39][C@@H:38]2[CH2:40][N:6]1[C:7](=[O:47])[C@H:8]([C:43]([CH3:45])([CH3:46])[CH3:44])[NH:9][C:10](=[O:42])[O:11][C@@H:12]1[CH2:41][C@H:13]1[CH2:14][CH2:15][CH2:16][CH2:17][CH2:18][C:19]1[C:20]([O:37]2)=[N:21][C:22]2[CH:23]=[CH:24][CH:25]=[CH:26][C:27]=2[C:28]=1[C:51]1[CH:52]=[CH:53][N:48]=[CH:49][CH:50]=1)=[O:4]. The catalyst class is: 77. (5) Reactant: [F:1][C:2]1[N:7]=[C:6]([C:8](OC)=[O:9])[C:5]([O:12][CH3:13])=[N:4][CH:3]=1.[H-].C([Al+]CC(C)C)C(C)C.Cl.O. Product: [F:1][C:2]1[N:7]=[C:6]([CH:8]=[O:9])[C:5]([O:12][CH3:13])=[N:4][CH:3]=1. The catalyst class is: 4. (6) Reactant: [C:1]([CH2:4][CH2:5][C:6]1[C:7]([CH3:13])=[C:8]([CH:11]=O)[NH:9][CH:10]=1)([OH:3])=[O:2].[CH3:14][O:15][C:16]1[CH:17]=[C:18]2[C:22](=[CH:23][CH:24]=1)[NH:21][C:20](=[O:25])[CH2:19]2. Product: [CH3:14][O:15][C:16]1[CH:17]=[C:18]2[C:22](=[CH:23][CH:24]=1)[NH:21][C:20](=[O:25])[C:19]2=[CH:11][C:8]1[NH:9][CH:10]=[C:6]([CH2:5][CH2:4][C:1]([OH:3])=[O:2])[C:7]=1[CH3:13]. The catalyst class is: 495. (7) Reactant: [Cl:1][C:2]1[N:7]=[C:6]([NH:8][C@@H:9]2[CH2:14][CH2:13][CH2:12][CH2:11][C@H:10]2[NH:15][S:16]([CH3:19])(=[O:18])=[O:17])[C:5]([Cl:20])=[CH:4][N:3]=1.C(=O)([O-])[O-].[Cs+].[Cs+].I[CH2:28][CH3:29].CCOC(C)=O. Product: [Cl:1][C:2]1[N:7]=[C:6]([NH:8][C@@H:9]2[CH2:14][CH2:13][CH2:12][CH2:11][C@H:10]2[N:15]([CH2:28][CH3:29])[S:16]([CH3:19])(=[O:18])=[O:17])[C:5]([Cl:20])=[CH:4][N:3]=1. The catalyst class is: 21. (8) Reactant: [CH2:1]([O:3][C:4]1[N:8]([C:9]2[C:17]3[O:16][CH2:15][C@@H:14]([N:18](C(=O)C(F)(F)F)[C:19]4[CH:32]=[CH:31][C:22]5[C@H:23]([CH2:26][C:27]([O:29]C)=[O:28])[CH2:24][O:25][C:21]=5[CH:20]=4)[C:13]=3[CH:12]=[CH:11][CH:10]=2)[C:7]2[CH:39]=[C:40]([F:43])[CH:41]=[CH:42][C:6]=2[N:5]=1)[CH3:2].[OH-].[Na+].Cl. Product: [CH2:1]([O:3][C:4]1[N:8]([C:9]2[C:17]3[O:16][CH2:15][C@@H:14]([NH:18][C:19]4[CH:32]=[CH:31][C:22]5[C@H:23]([CH2:26][C:27]([OH:29])=[O:28])[CH2:24][O:25][C:21]=5[CH:20]=4)[C:13]=3[CH:12]=[CH:11][CH:10]=2)[C:7]2[CH:39]=[C:40]([F:43])[CH:41]=[CH:42][C:6]=2[N:5]=1)[CH3:2]. The catalyst class is: 193.